From a dataset of Peptide-MHC class I binding affinity with 185,985 pairs from IEDB/IMGT. Regression. Given a peptide amino acid sequence and an MHC pseudo amino acid sequence, predict their binding affinity value. This is MHC class I binding data. (1) The peptide sequence is AAAQGQAPL. The MHC is HLA-B27:03 with pseudo-sequence HLA-B27:03. The binding affinity (normalized) is 0.0847. (2) The peptide sequence is TVPDESNVI. The MHC is Mamu-A01 with pseudo-sequence Mamu-A01. The binding affinity (normalized) is 0.618. (3) The peptide sequence is ILQMREIIT. The MHC is HLA-A02:01 with pseudo-sequence HLA-A02:01. The binding affinity (normalized) is 0.451. (4) The peptide sequence is HDRVVLQSKEL. The MHC is Mamu-A11 with pseudo-sequence Mamu-A11. The binding affinity (normalized) is 0.282. (5) The peptide sequence is RTDPVIDNI. The MHC is HLA-A01:01 with pseudo-sequence HLA-A01:01. The binding affinity (normalized) is 0.0369.